This data is from NCI-60 drug combinations with 297,098 pairs across 59 cell lines. The task is: Regression. Given two drug SMILES strings and cell line genomic features, predict the synergy score measuring deviation from expected non-interaction effect. Drug 1: C1CN1P(=S)(N2CC2)N3CC3. Drug 2: CCN(CC)CCCC(C)NC1=C2C=C(C=CC2=NC3=C1C=CC(=C3)Cl)OC. Cell line: U251. Synergy scores: CSS=41.2, Synergy_ZIP=-0.340, Synergy_Bliss=1.17, Synergy_Loewe=-6.25, Synergy_HSA=2.55.